From a dataset of NCI-60 drug combinations with 297,098 pairs across 59 cell lines. Regression. Given two drug SMILES strings and cell line genomic features, predict the synergy score measuring deviation from expected non-interaction effect. Drug 1: CC12CCC3C(C1CCC2=O)CC(=C)C4=CC(=O)C=CC34C. Drug 2: C1=CC=C(C=C1)NC(=O)CCCCCCC(=O)NO. Cell line: SR. Synergy scores: CSS=53.0, Synergy_ZIP=0.536, Synergy_Bliss=3.07, Synergy_Loewe=-2.21, Synergy_HSA=4.00.